This data is from Full USPTO retrosynthesis dataset with 1.9M reactions from patents (1976-2016). The task is: Predict the reactants needed to synthesize the given product. (1) The reactants are: [C:1]([S:4][CH2:5][CH:6]([CH2:10][S:11][CH2:12][C:13]1[CH:18]=[CH:17][CH:16]=[CH:15][CH:14]=1)[C:7]([OH:9])=O)(=[O:3])[CH3:2].C1C=[C:23]2[N:25]=N[N:27](O)[C:22]2=CC=1.O.Cl.NCC#N.CN1CCOCC1. Given the product [CH2:12]([S:11][CH2:10][CH:6]([C:7](=[O:9])[NH:27][CH2:22][C:23]#[N:25])[CH2:5][S:4][C:1](=[O:3])[CH3:2])[C:13]1[CH:18]=[CH:17][CH:16]=[CH:15][CH:14]=1, predict the reactants needed to synthesize it. (2) Given the product [O:32]=[C:28]1[O:27][CH2:31][CH:30]([CH2:20][C:19]([O:22][C:23]([CH3:26])([CH3:25])[CH3:24])=[O:21])[CH2:29]1, predict the reactants needed to synthesize it. The reactants are: O1CCCC1.O1CCCC1.C([N-]C(C)C)(C)C.[Li+].[C:19]([O:22][C:23]([CH3:26])([CH3:25])[CH3:24])(=[O:21])[CH3:20].[O:27]1[CH2:31][CH:30]=[CH:29][C:28]1=[O:32]. (3) The reactants are: [N:1]1[CH:6]=[CH:5][CH:4]=[CH:3][C:2]=1[CH:7]([CH3:11])[C:8]([OH:10])=O.[CH3:12][NH:13][C@H:14]1[CH2:33][N:18]2[C:19]3[C:24]([C:25]([CH2:26][C:27]([O:29]CCC)=[O:28])=[C:17]2[CH2:16][CH2:15]1)=[CH:23][CH:22]=[CH:21][CH:20]=3. Given the product [CH3:12][N:13]([C:8](=[O:10])[CH:7]([C:2]1[CH:3]=[CH:4][CH:5]=[CH:6][N:1]=1)[CH3:11])[C@H:14]1[CH2:33][N:18]2[C:19]3[C:24]([C:25]([CH2:26][C:27]([OH:29])=[O:28])=[C:17]2[CH2:16][CH2:15]1)=[CH:23][CH:22]=[CH:21][CH:20]=3, predict the reactants needed to synthesize it.